Dataset: Full USPTO retrosynthesis dataset with 1.9M reactions from patents (1976-2016). Task: Predict the reactants needed to synthesize the given product. (1) Given the product [CH2:26]([O:28][C:29]([C:31]1[C:32]2[S:40][CH:39]=[C:38]([CH2:41][O:21][C:16]3[CH:15]=[C:14]([NH:13][C:11](=[O:12])[C:10]4[CH:22]=[CH:23][C:24]([F:25])=[C:8]([Cl:7])[CH:9]=4)[CH:19]=[CH:18][C:17]=3[CH3:20])[C:33]=2[C:34]([Cl:37])=[N:35][CH:36]=1)=[O:30])[CH3:27], predict the reactants needed to synthesize it. The reactants are: C(=O)([O-])[O-].[Cs+].[Cs+].[Cl:7][C:8]1[CH:9]=[C:10]([CH:22]=[CH:23][C:24]=1[F:25])[C:11]([NH:13][C:14]1[CH:19]=[CH:18][C:17]([CH3:20])=[C:16]([OH:21])[CH:15]=1)=[O:12].[CH2:26]([O:28][C:29]([C:31]1[C:32]2[S:40][CH:39]=[C:38]([CH2:41]Br)[C:33]=2[C:34]([Cl:37])=[N:35][CH:36]=1)=[O:30])[CH3:27]. (2) Given the product [NH2:16][C:15]1[C:7]2[C:8](=[N:9][C:10]([CH3:12])=[CH:11][C:6]=2[CH:3]([OH:5])[CH3:4])[S:13][C:14]=1[C:17]([NH2:19])=[O:18], predict the reactants needed to synthesize it. The reactants are: [BH4-].[Na+].[C:3]([C:6]1[CH:11]=[C:10]([CH3:12])[N:9]=[C:8]2[S:13][C:14]([C:17]([NH2:19])=[O:18])=[C:15]([NH2:16])[C:7]=12)(=[O:5])[CH3:4]. (3) The reactants are: Br[C:2]1[N:7]=[C:6](Br)[CH:5]=[C:4]([Br:9])[N:3]=1.[N:10]1[C:19]2[C:14](=[CH:15][CH:16]=[CH:17][CH:18]=2)[CH:13]=[C:12]([NH2:20])[CH:11]=1.CCN(C(C)C)C(C)C.[NH:30]1[CH2:35][CH2:34][O:33][CH2:32][CH2:31]1. Given the product [Br:9][C:4]1[N:3]=[C:2]([N:30]2[CH2:35][CH2:34][O:33][CH2:32][CH2:31]2)[N:7]=[C:6]([NH:20][C:12]2[CH:11]=[N:10][C:19]3[C:14]([CH:13]=2)=[CH:15][CH:16]=[CH:17][CH:18]=3)[CH:5]=1, predict the reactants needed to synthesize it. (4) The reactants are: Cl.[Cl:2][C:3]1[CH:31]=[C:30]([NH:32][C:33]([NH:35][C:36]2[CH:41]=[N:40][C:39]([C:42]#[N:43])=[CH:38][N:37]=2)=[O:34])[C:29]([O:44][CH3:45])=[CH:28][C:4]=1[CH2:5][CH2:6][N:7]([C@H:15]([CH:17]1[CH2:22][CH2:21][N:20]([C:23]([CH:25]2[CH2:27][CH2:26]2)=[O:24])[CH2:19][CH2:18]1)[CH3:16])C(=O)OC(C)(C)C. Given the product [ClH:2].[Cl:2][C:3]1[C:4]([CH2:5][CH2:6][NH:7][C@H:15]([CH:17]2[CH2:22][CH2:21][N:20]([C:23]([CH:25]3[CH2:27][CH2:26]3)=[O:24])[CH2:19][CH2:18]2)[CH3:16])=[CH:28][C:29]([O:44][CH3:45])=[C:30]([NH:32][C:33]([NH:35][C:36]2[CH:41]=[N:40][C:39]([C:42]#[N:43])=[CH:38][N:37]=2)=[O:34])[CH:31]=1, predict the reactants needed to synthesize it. (5) Given the product [CH3:18][O:19][C:20]1[CH:25]=[CH:24][CH:23]=[CH:22][C:21]=1[N:15]1[C:13]2=[N:14][C:9]([OH:8])=[CH:10][CH:11]=[C:12]2[N:17]=[CH:16]1, predict the reactants needed to synthesize it. The reactants are: C([O:8][C:9]1[N:14]=[C:13]2[NH:15][CH:16]=[N:17][C:12]2=[CH:11][CH:10]=1)C1C=CC=CC=1.[CH3:18][O:19][C:20]1[CH:25]=[CH:24][CH:23]=[CH:22][C:21]=1B(O)O. (6) Given the product [CH3:1][O:2][C:3]1[CH:40]=[CH:39][CH:38]=[CH:37][C:4]=1[CH2:5][N:6]1[CH:10]=[CH:9][N:8]=[C:7]1[C:11]1[CH:16]=[CH:15][C:14]([N:17]2[C:31](=[O:32])[CH2:30][C:29](=[O:36])[NH:28][C:19]3[C:20]4[C:25]([CH:26]=[CH:27][C:18]2=3)=[CH:24][CH:23]=[CH:22][CH:21]=4)=[CH:13][CH:12]=1, predict the reactants needed to synthesize it. The reactants are: [CH3:1][O:2][C:3]1[CH:40]=[CH:39][CH:38]=[CH:37][C:4]=1[CH2:5][N:6]1[CH:10]=[CH:9][N:8]=[C:7]1[C:11]1[CH:16]=[CH:15][C:14]([NH:17][C:18]2[CH:27]=[CH:26][C:25]3[C:20](=[CH:21][CH:22]=[CH:23][CH:24]=3)[C:19]=2[NH:28][C:29](=[O:36])[CH2:30][C:31](OCC)=[O:32])=[CH:13][CH:12]=1.[N+](C1C=CC(C2NC=CN=2)=CC=1)([O-])=O.COC1C=CC=CC=1CCl.ClC1C=CC(CN2C=CN=C2C2C=CC(NC3C=CC4C(=CC=CC=4)C=3[N+]([O-])=O)=CC=2)=CC=1.ClC1C=CC(CN2C=CN=C2C2C=CC(NC3C=CC4C(=CC=CC=4)C=3NC(=O)CC(OCC)=O)=CC=2)=CC=1.Cl.ClC1C=CC(CN2C=CN=C2C2C=CC(N3C(=O)CC(=O)NC4C5C(C=CC3=4)=CC=CC=5)=CC=2)=CC=1.